Dataset: Forward reaction prediction with 1.9M reactions from USPTO patents (1976-2016). Task: Predict the product of the given reaction. (1) The product is: [O:10]1[C:6]2[CH:5]=[CH:4][C:3]([CH:1]=[O:12])=[CH:11][C:7]=2[N:8]=[CH:9]1. Given the reactants [CH:1]([C:3]1[CH:4]=[CH:5][C:6]2[O:10][CH:9]=[N:8][C:7]=2[CH:11]=1)=C.[O:12]=[O+][O-].O, predict the reaction product. (2) The product is: [OH:20][C:19]1[C:13]([NH:12][C:10](=[O:11])[C:9]2[CH:24]=[CH:25][C:6]([F:5])=[CH:7][CH:8]=2)=[C:14]([OH:15])[N:4]=[C:2]([SH:3])[N:1]=1. Given the reactants [NH2:1][C:2]([NH2:4])=[S:3].[F:5][C:6]1[CH:25]=[CH:24][C:9]([C:10]([NH:12][CH:13]([C:19](OCC)=[O:20])[C:14](OCC)=[O:15])=[O:11])=[CH:8][CH:7]=1.[Na], predict the reaction product. (3) Given the reactants [CH2:1]=[CH:2][CH:3]([OH:6])[CH2:4][OH:5].[CH3:7][CH:8]1[CH:13]=[C:12]([CH3:14])[CH2:11][CH2:10][CH:9]1[CH:15]=O, predict the reaction product. The product is: [CH3:7][CH:8]1[CH:13]=[C:12]([CH3:14])[CH2:11][CH2:10][CH:9]1[CH:15]1[O:6][CH:3]([CH:2]=[CH2:1])[CH2:4][O:5]1. (4) Given the reactants C([N:8]1[C:12]([C:13]([N:15]2[CH2:20][CH2:19][CH:18]([N:21]3[CH2:33][CH2:32][CH2:31][C:23]4([C:27](=[O:28])[O:26][C:25]([CH3:30])([CH3:29])[CH2:24]4)[CH2:22]3)[CH2:17][CH2:16]2)=[O:14])=[C:11]([NH:34][C:35]([NH:37][CH2:38][CH3:39])=[O:36])[N:10]=[C:9]1[C:40]1[CH:45]=[CH:44][CH:43]=[CH:42][CH:41]=1)C1C=CC=CC=1, predict the reaction product. The product is: [CH3:30][C:25]1([CH3:29])[CH2:24][C:23]2([CH2:31][CH2:32][CH2:33][N:21]([CH:18]3[CH2:19][CH2:20][N:15]([C:13]([C:12]4[N:8]=[C:9]([C:40]5[CH:41]=[CH:42][CH:43]=[CH:44][CH:45]=5)[NH:10][C:11]=4[NH:34][C:35]([NH:37][CH2:38][CH3:39])=[O:36])=[O:14])[CH2:16][CH2:17]3)[CH2:22]2)[C:27](=[O:28])[O:26]1. (5) Given the reactants [C:1]([C:3]1[CH:8]=[CH:7][C:6]([NH:9][C:10]2[CH:15]=[CH:14][C:13]([C:16]([F:19])([F:18])[F:17])=[CH:12][C:11]=2[NH:20][S:21]([C:24]2[CH:33]=[CH:32][CH:31]=[CH:30][C:25]=2[C:26]([O:28]C)=[O:27])(=[O:23])=[O:22])=[CH:5][CH:4]=1)#[N:2].[OH-].[Na+].Cl, predict the reaction product. The product is: [C:1]([C:3]1[CH:4]=[CH:5][C:6]([NH:9][C:10]2[CH:15]=[CH:14][C:13]([C:16]([F:17])([F:18])[F:19])=[CH:12][C:11]=2[NH:20][S:21]([C:24]2[CH:33]=[CH:32][CH:31]=[CH:30][C:25]=2[C:26]([OH:28])=[O:27])(=[O:22])=[O:23])=[CH:7][CH:8]=1)#[N:2]. (6) Given the reactants Br[C:2]1[CH:7]=[CH:6][C:5]([C:8]2([C:11]([N:13]3[CH2:17][CH2:16][C:15]4([C:25]5[CH:24]=[CH:23][N:22]=[CH:21][C:20]=5[C:19](=[O:26])[O:18]4)[CH2:14]3)=[O:12])[CH2:10][CH2:9]2)=[CH:4][CH:3]=1.N1C=CN=C1.CN(C)C=O.C[NH:38][C@H:39]1[CH2:44][CH2:43][CH2:42][CH2:41][C@@H:40]1[NH:45][CH3:46].C(=O)([O-])[O-].[Cs+].[Cs+], predict the reaction product. The product is: [N:38]1([C:2]2[CH:7]=[CH:6][C:5]([C:8]3([C:11]([N:13]4[CH2:17][CH2:16][C@@:15]5([C:25]6[CH:24]=[CH:23][N:22]=[CH:21][C:20]=6[C:19](=[O:26])[O:18]5)[CH2:14]4)=[O:12])[CH2:10][CH2:9]3)=[CH:4][CH:3]=2)[C:39]2[CH:44]=[CH:43][CH:42]=[CH:41][C:40]=2[N:45]=[CH:46]1. (7) The product is: [Cl:1][C:2]1[CH:3]=[C:4]([N:13]([CH:14]2[CH2:17][CH2:16][CH2:15]2)[CH3:18])[C:5]([CH3:12])=[C:6]([CH:11]=1)[C:7]([O:9][CH3:10])=[O:8]. Given the reactants [Cl:1][C:2]1[CH:3]=[C:4]([NH:13][CH:14]2[CH2:17][CH2:16][CH2:15]2)[C:5]([CH3:12])=[C:6]([CH:11]=1)[C:7]([O:9][CH3:10])=[O:8].[C:18](=O)([O-])[O-].[Cs+].[Cs+].CI, predict the reaction product. (8) The product is: [F:32][C:33]1[CH:34]=[C:35]([C:39]2[C:40]3[N:46]=[C:1]([C:3]4[C:11]5[C:6](=[N:7][CH:8]=[C:9]([C:12]6[CH:13]=[C:14]([NH:18][C:19](=[O:24])[C:20]([CH3:22])([CH3:21])[CH3:23])[CH:15]=[N:16][CH:17]=6)[CH:10]=5)[NH:5][N:4]=4)[NH:45][C:41]=3[CH:42]=[N:43][CH:44]=2)[CH:36]=[CH:37][CH:38]=1. Given the reactants [CH:1]([C:3]1[C:11]2[C:6](=[N:7][CH:8]=[C:9]([C:12]3[CH:13]=[C:14]([NH:18][C:19](=[O:24])[C:20]([CH3:23])([CH3:22])[CH3:21])[CH:15]=[N:16][CH:17]=3)[CH:10]=2)[N:5](C2CCCCO2)[N:4]=1)=O.[S].[F:32][C:33]1[CH:34]=[C:35]([C:39]2[C:40]([NH2:46])=[C:41]([NH2:45])[CH:42]=[N:43][CH:44]=2)[CH:36]=[CH:37][CH:38]=1.C([SiH](CC)CC)C.C(O)(C(F)(F)F)=O, predict the reaction product. (9) Given the reactants [C:1]([O:5][C:6]([N:8]1[CH2:13][CH2:12][C:11](=[O:14])[CH2:10][CH2:9]1)=[O:7])([CH3:4])([CH3:3])[CH3:2].[O:15]([C:22]1[CH:27]=[CH:26][C:25]([Mg]Br)=[CH:24][CH:23]=1)[C:16]1[CH:21]=[CH:20][CH:19]=[CH:18][CH:17]=1.C1C=CC(OC2C=CC(Br)=CC=2)=CC=1.[Cl-].[NH4+], predict the reaction product. The product is: [C:1]([O:5][C:6]([N:8]1[CH2:9][CH2:10][C:11]([C:25]2[CH:26]=[CH:27][C:22]([O:15][C:16]3[CH:21]=[CH:20][CH:19]=[CH:18][CH:17]=3)=[CH:23][CH:24]=2)([OH:14])[CH2:12][CH2:13]1)=[O:7])([CH3:4])([CH3:2])[CH3:3]. (10) Given the reactants Br[CH2:2][C:3]1[CH:11]=[C:10]([O:12][CH3:13])[CH:9]=[CH:8][C:4]=1[C:5]([OH:7])=[O:6].C1(P(C2C=CC=CC=2)C2C=CC=CC=2)C=CC=CC=1.[Cl:33][C:34]1[CH:35]=[C:36]([CH:39]=[CH:40][CH:41]=1)[CH:37]=O.C[O-].[Na+], predict the reaction product. The product is: [Cl:33][C:34]1[CH:35]=[C:36]([CH:37]=[CH:2][C:3]2[CH:11]=[C:10]([O:12][CH3:13])[CH:9]=[CH:8][C:4]=2[C:5]([OH:7])=[O:6])[CH:39]=[CH:40][CH:41]=1.